This data is from Forward reaction prediction with 1.9M reactions from USPTO patents (1976-2016). The task is: Predict the product of the given reaction. (1) Given the reactants [F:1][C:2]1[CH:3]=[CH:4][C:5]([NH:9][C:10]([C:12]2[C:17]([NH2:18])=[CH:16][CH:15]=[C:14]([CH3:19])[N:13]=2)=[O:11])=[N:6][C:7]=1[CH3:8].Br[C:21]1[CH:22]=[N:23][CH:24]=[N:25][CH:26]=1, predict the reaction product. The product is: [F:1][C:2]1[CH:3]=[CH:4][C:5]([NH:9][C:10]([C:12]2[C:17]([NH:18][C:21]3[CH:22]=[N:23][CH:24]=[N:25][CH:26]=3)=[CH:16][CH:15]=[C:14]([CH3:19])[N:13]=2)=[O:11])=[N:6][C:7]=1[CH3:8]. (2) Given the reactants N1[C:6]2=[CH:7][CH:8]=[N:9][C:5]2=C(C(N)=O)N=N1.[C:13](N)(=O)C1C=CC=CC=1.[C:22]([O:27][CH3:28])(=[O:26])/C=C/C.S(C[N+]#[C-])(C1C=CC(C)=CC=1)(=O)=O, predict the reaction product. The product is: [CH3:28][O:27][C:22]([C:7]1[C:6]([CH3:13])=[CH:5][NH:9][CH:8]=1)=[O:26]. (3) Given the reactants Br.[NH2:2][CH2:3][CH2:4][C:5]1[C:13]2[S:12][C:11](=[O:14])[NH:10][C:9]=2[C:8]([OH:15])=[CH:7][CH:6]=1.C(=O)([O-])O.[Na+].O=[CH:22][CH2:23][NH:24][C:25](=[O:31])[O:26][C:27]([CH3:30])([CH3:29])[CH3:28].C([BH3-])#N.[Na+].Cl[C:37]([O:39][CH2:40][C:41]1[CH:46]=[CH:45][CH:44]=[CH:43][CH:42]=1)=[O:38], predict the reaction product. The product is: [C:27]([O:26][C:25]([NH:24][CH2:23][CH2:22][N:2]([CH2:3][CH2:4][C:5]1[C:13]2[S:12][C:11](=[O:14])[NH:10][C:9]=2[C:8]([OH:15])=[CH:7][CH:6]=1)[C:37](=[O:38])[O:39][CH2:40][C:41]1[CH:46]=[CH:45][CH:44]=[CH:43][CH:42]=1)=[O:31])([CH3:30])([CH3:29])[CH3:28]. (4) Given the reactants [OH:1][C@@H:2]([C@H:4]1[C:25](=[O:26])[N:6]2[C@@H:7]([C:12]([O:14][CH2:15][C:16]3[CH:21]=[CH:20][C:19]([N+:22]([O-:24])=[O:23])=[CH:18][CH:17]=3)=[O:13])[C:8](=O)[C@H:9]([CH3:10])[C@H:5]12)[CH3:3].[C:27]([CH2:30][S:31][C:32]1[N:33]=[CH:34][N:35]2[CH:39]=[C:38]([Sn](CCCC)(CCCC)CCCC)[S:37][C:36]=12)(=[O:29])[NH2:28], predict the reaction product. The product is: [C:27]([CH2:30][S:31][C:32]1[N:33]=[CH:34][N:35]2[CH:39]=[C:38]([C:8]3[C@H:9]([CH3:10])[C@@H:5]4[C@@H:4]([C@H:2]([OH:1])[CH3:3])[C:25](=[O:26])[N:6]4[C:7]=3[C:12]([O:14][CH2:15][C:16]3[CH:21]=[CH:20][C:19]([N+:22]([O-:24])=[O:23])=[CH:18][CH:17]=3)=[O:13])[S:37][C:36]=12)(=[O:29])[NH2:28]. (5) Given the reactants [NH:1]1[C:10]2[C:9]3[CH:11]=[CH:12][CH:13]=[CH:14][C:8]=3[O:7][C:6]3[CH:15]=[CH:16][CH:17]=[CH:18][C:5]=3[C:4]=2[CH:3]=[C:2]1[CH:19]=[O:20].[H-].[Na+].[H][H].C[Si](C(Cl)OCC)(C)C.[Si:34]([CH2:38][CH2:39][O:40][CH2:41]Cl)([CH3:37])([CH3:36])[CH3:35], predict the reaction product. The product is: [CH3:35][Si:34]([CH3:37])([CH3:36])[CH2:38][CH2:39][O:40][CH2:41][N:1]1[C:10]2[C:9]3[CH:11]=[CH:12][CH:13]=[CH:14][C:8]=3[O:7][C:6]3[CH:15]=[CH:16][CH:17]=[CH:18][C:5]=3[C:4]=2[CH:3]=[C:2]1[CH:19]=[O:20]. (6) Given the reactants [NH2:1][C:2]1[S:3][CH:4]=[C:5]([C:7]2[CH:12]=[CH:11][C:10]([OH:13])=[CH:9][CH:8]=2)[N:6]=1.C1(P([C:27]2[CH:32]=CC=CC=2)C2C=CC=CC=2)C=CC=CC=1.CCOC(/[N:38]=N/C(OCC)=O)=O.[CH2:45]1[CH2:49][O:48][CH2:47][CH2:46]1, predict the reaction product. The product is: [O:48]1[CH2:49][CH2:45][N:38]([CH2:32][CH2:27][O:13][C:10]2[CH:9]=[CH:8][C:7]([C:5]3[N:6]=[C:2]([NH2:1])[S:3][CH:4]=3)=[CH:12][CH:11]=2)[CH2:46][CH2:47]1. (7) Given the reactants [Br:1][C:2]1[CH:3]=[C:4]([NH:8][C:9]2[C:18]3[C:13](=[CH:14][N:15]=[C:16]([C:19]#[C:20][Si](C)(C)C)[CH:17]=3)[N:12]=[CH:11][C:10]=2[C:25]#[N:26])[CH:5]=[CH:6][CH:7]=1.[F-].C([N+](CCCC)(CCCC)CCCC)CCC.O1CCCC1, predict the reaction product. The product is: [Br:1][C:2]1[CH:3]=[C:4]([NH:8][C:9]2[C:18]3[C:13](=[CH:14][N:15]=[C:16]([C:19]#[CH:20])[CH:17]=3)[N:12]=[CH:11][C:10]=2[C:25]#[N:26])[CH:5]=[CH:6][CH:7]=1. (8) Given the reactants [C:1]([Br:5])(Br)(Br)Br.OC[C:8]1[CH:9]=[C:10]([C:14]2[CH:19]=[CH:18][CH:17]=[C:16]([C:20]([O:22][CH2:23][CH3:24])=[O:21])[CH:15]=2)[CH:11]=[CH:12][CH:13]=1.C1C=CC(P(C2C=CC=CC=2)C2C=CC=CC=2)=CC=1, predict the reaction product. The product is: [Br:5][CH2:1][C:12]1[CH:11]=[C:10]([C:14]2[CH:19]=[CH:18][CH:17]=[C:16]([C:20]([O:22][CH2:23][CH3:24])=[O:21])[CH:15]=2)[CH:9]=[CH:8][CH:13]=1. (9) Given the reactants [Br:1][C:2]1[C:3](SC)=[N:4][C:5]([NH:8][C:9]2[CH:14]=[C:13]([O:15][CH3:16])[CH:12]=[C:11]([O:17][CH3:18])[CH:10]=2)=[N:6][CH:7]=1.[NH2:21][NH2:22].O1CCOCC1, predict the reaction product. The product is: [Br:1][C:2]1[C:3]([NH:21][NH2:22])=[N:4][C:5]([NH:8][C:9]2[CH:14]=[C:13]([O:15][CH3:16])[CH:12]=[C:11]([O:17][CH3:18])[CH:10]=2)=[N:6][CH:7]=1. (10) Given the reactants ClN1C(=O)C[CH2:4][C:3]1=O.[Br:9][C:10]1[C:11]([CH3:23])=[C:12]([C:16]([S:19]([CH3:22])(=[O:21])=[O:20])=[CH:17][CH:18]=1)[CH:13]=[N:14][OH:15].C=C.C(N(CC)CC)C, predict the reaction product. The product is: [Br:9][C:10]1[C:11]([CH3:23])=[C:12]([C:13]2[CH2:4][CH2:3][O:15][N:14]=2)[C:16]([S:19]([CH3:22])(=[O:21])=[O:20])=[CH:17][CH:18]=1.